Regression. Given a peptide amino acid sequence and an MHC pseudo amino acid sequence, predict their binding affinity value. This is MHC class I binding data. From a dataset of Peptide-MHC class I binding affinity with 185,985 pairs from IEDB/IMGT. (1) The peptide sequence is EDTMTYKCPR. The MHC is HLA-A33:01 with pseudo-sequence HLA-A33:01. The binding affinity (normalized) is 0.382. (2) The peptide sequence is AGYEQFEFRV. The MHC is H-2-Db with pseudo-sequence H-2-Db. The binding affinity (normalized) is 0.